Dataset: Experimentally validated miRNA-target interactions with 360,000+ pairs, plus equal number of negative samples. Task: Binary Classification. Given a miRNA mature sequence and a target amino acid sequence, predict their likelihood of interaction. (1) The protein sequence of the target gene is MAYHSFLVEPISCHAWNKDRTQIAICPNNHEVHIYEKSGAKWNKVHELKEHNGQVTGIDWAPESNRIVTCGTDRNAYVWTLKGRTWKPTLVILRINRAARCVRWAPNENKFAVGSGSRVISICYFEQENDWWVCKHIKKPIRSTVLSLDWHPNNVLLAAGSCDFKCRIFSAYIKEVEERPAPTPWGSKMPFGELMFESSSSCGWVHGVCFSASGSRVAWVSHDSTVCLVDADKKMAVATLASETLPLLAVTFITENSLVAAGHDCFPVLFTYDNAAVTLSFGGRLDVPKQSSQRGMTARE.... The miRNA is hsa-miR-2052 with sequence UGUUUUGAUAACAGUAAUGU. Result: 0 (no interaction). (2) The miRNA is mmu-miR-384-3p with sequence AUUCCUAGAAAUUGUUCACAAU. The protein sequence of the target gene is MASGSMATSEEERSLRECELYVQKHNIQALLKDSIVQLCTTRPERPMAFLREYFERLEKEEARQIQCLQKTGIRTDSREDEISPPPPNPVVKGRRRRGAISAEVYTEEDAASYVRKVIPKDYKTMAALAKAIEKNVLFSHLDDNERSDIFDAMFPVSFIAGETVIQQGDEGDNFYVIDQGEMDVYVNNEWATSVGEGGSFGELALIYGTPRAATVKAKTNVKLWGIDRDSYRRILMGSTLRKRKMYEEFLSKVSILESLDKWERLTVADALEPVQFEDGQKIVVQGEPGDEFFIILEGTA.... Result: 0 (no interaction). (3) The miRNA is hsa-miR-92b-3p with sequence UAUUGCACUCGUCCCGGCCUCC. The protein sequence of the target gene is MGDHAWSFLKDFLAGGVAAAVSKTAVAPIERVKLLLQVQHASKQISAEKQYKGIIDCVVRIPKEQGFLSFWRGNLANVIRYFPTQALNFAFKDKYKQLFLGGVDRHKQFWRYFAGNLASGGAAGATSLCFVYPLDFARTRLAADVGKGAAQREFHGLGDCIIKIFKSDGLRGLYQGFNVSVQGIIIYRAAYFGVYDTAKGMLPDPKNVHIFVSWMIAQSVTAVAGLVSYPFDTVRRRMMMQSGRKGADIMYTGTVDCWRKIAKDEGAKAFFKGAWSNVLRGMGGAFVLVLYDEIKKYV. Result: 1 (interaction). (4) The miRNA is hsa-miR-4712-5p with sequence UCCAGUACAGGUCUCUCAUUUC. The protein sequence of the target gene is MAESSAATQSPSVSSSSSGAEPSALGGGGGSPGACPALGAKSCGSSCADSFVSSSSSQPVSIFSTSQAGLSSLCSDEPPSKSMTSSFLSSSEIHNPDPTTPLGEKSETLGSQFVLAKGKDPLVLLDKKKLDSPQGTNKDRVDAPVSLATGIPCSHPSIPDSFPEQPAFLSKEIGPAEEWVVKDQEPKNPNKVPDGEDRSALDFGQSKAEHICTYSLSPSELPVASVEKDSPESPFEVIIDKATFDREFKDLYKENPNDLGGWAAHGDRESPADLLEMNDKLFPLRNKEAGRYPSSVLLGR.... Result: 0 (no interaction). (5) The miRNA is hsa-miR-2276-5p with sequence GCCCUCUGUCACCUUGCAGACG. The protein sequence of the target gene is MAICQFFLQGRCRFGDRCWNEHPGARGAGGGRQQPQQQPSGNNRRGWNTTSQRYSNVIQPSSFSKSTPWGGSRDQEKPYFSSFDSGASTNRKEGFGLSENPFASLSPDEQKDEKKLLEGIVKDMEVWESSGQWMFSVYSPVKKKPNISGFTDISPEELRLEYHNFLTSNNLQSYLNSVQRLINQWRNRVNELKSLNISTKVALLSDVKDGVNQAAPAFGFGSSQAATFMSPGFPVNNSSSDNAQNFSFKTNSGFAAASSGSPAGFGSSPAFGAAASTSSGISTSAPAFGFGKPEVTSAAS.... Result: 1 (interaction).